This data is from hERG potassium channel inhibition data for cardiac toxicity prediction from Karim et al.. The task is: Regression/Classification. Given a drug SMILES string, predict its toxicity properties. Task type varies by dataset: regression for continuous values (e.g., LD50, hERG inhibition percentage) or binary classification for toxic/non-toxic outcomes (e.g., AMES mutagenicity, cardiotoxicity, hepatotoxicity). Dataset: herg_karim. (1) The molecule is c1ncc(-c2cc3sc(N4CCC(N5CCCCC5)CC4)nc3cn2)cn1. The result is 1 (blocker). (2) The compound is CCN(CC)Cc1ccc2c(c1)CC[C@H](N1CCN(Cc3ccsc3)CC1=O)C2. The result is 1 (blocker). (3) The drug is O=C(NC(CCN1CCC(n2cnc(Cc3ccccc3)n2)CC1)c1ccccc1)C1CCC1. The result is 1 (blocker). (4) The drug is COC(=O)c1c(NC2CCN(Cc3ccc4c(c3)OCO4)CC2)c2cc(Cl)ccc2n(C)c1=O. The result is 1 (blocker). (5) The molecule is O=C(O)c1ccc(NC(=O)C(C2CCCCC2)n2c(-c3ccc(Cl)cc3)nc3cc(F)c(F)cc32)c(Cl)c1. The result is 1 (blocker). (6) The drug is COc1cc(N2CCN(C(C)=O)CC2)ccc1Nc1ncc(Cl)c(Nc2ccc(N3CCN(C(C)=O)CC3)cc2OC)n1. The result is 0 (non-blocker).